Dataset: Full USPTO retrosynthesis dataset with 1.9M reactions from patents (1976-2016). Task: Predict the reactants needed to synthesize the given product. (1) Given the product [CH3:1][O:2][C:3](=[O:22])[C:4]([S:13]([C:16]1[CH:21]=[CH:20][CH:19]=[CH:18][CH:17]=1)(=[O:15])=[O:14])([CH:5]1[CH2:10][CH2:9][C:8]2[C:29]3[C:28](=[CH:27][CH:26]=[C:25]([Cl:24])[CH:30]=3)[NH:31][C:7]=2[CH2:6]1)[F:12], predict the reactants needed to synthesize it. The reactants are: [CH3:1][O:2][C:3](=[O:22])[C:4]([S:13]([C:16]1[CH:21]=[CH:20][CH:19]=[CH:18][CH:17]=1)(=[O:15])=[O:14])([F:12])[CH:5]1[CH2:10][CH2:9][CH2:8][C:7](=O)[CH2:6]1.Cl.[Cl:24][C:25]1[CH:30]=[CH:29][C:28]([NH:31]N)=[CH:27][CH:26]=1.C([O-])(O)=O.[Na+]. (2) Given the product [CH:41]1[C:42]2[C:37](=[N:36][C:35]3[C:44]([C:43]=2[NH:45][C:46]2[CH:47]=[C:48]([NH:54][C:55]([CH:56]([NH:58][C:5]([C:4]4[CH:8]=[C:9]([NH:14][C:15]([N:17]5[CH2:18][CH2:19][N:20]([C:23]6[CH:28]=[C:27]([CH3:29])[CH:26]=[C:25]([CH3:30])[CH:24]=6)[CH2:21][CH2:22]5)=[O:16])[C:10]([O:12][CH3:13])=[N:11][C:3]=4[CH2:1][CH3:2])=[O:6])[CH3:57])=[O:59])[CH:49]=[C:50]([CH2:52][OH:53])[CH:51]=2)=[CH:31][CH:32]=[CH:33][CH:34]=3)[CH:38]=[CH:39][CH:40]=1, predict the reactants needed to synthesize it. The reactants are: [CH2:1]([C:3]1[N:11]=[C:10]([O:12][CH3:13])[C:9]([NH:14][C:15]([N:17]2[CH2:22][CH2:21][N:20]([C:23]3[CH:28]=[C:27]([CH3:29])[CH:26]=[C:25]([CH3:30])[CH:24]=3)[CH2:19][CH2:18]2)=[O:16])=[CH:8][C:4]=1[C:5](O)=[O:6])[CH3:2].[CH:31]1[C:44]2[C:35](=[N:36][C:37]3[C:42]([C:43]=2[NH:45][C:46]2[CH:47]=[C:48]([NH:54][C:55](=[O:59])[CH:56]([NH2:58])[CH3:57])[CH:49]=[C:50]([CH2:52][OH:53])[CH:51]=2)=[CH:41][CH:40]=[CH:39][CH:38]=3)[CH:34]=[CH:33][CH:32]=1. (3) Given the product [CH:3]([CH:2]1[C:8]2[C:7](=[C:12]([N+:13]([O-:15])=[O:14])[CH:11]=[CH:10][CH:9]=2)[CH2:6][O:5][CH2:1]1)=[CH2:4], predict the reactants needed to synthesize it. The reactants are: [CH2:1]([O:5][CH2:6][C:7]1[C:12]([N+:13]([O-:15])=[O:14])=[CH:11][CH:10]=[CH:9][C:8]=1Br)/[CH:2]=[CH:3]/[CH3:4].CC1C=CC=CC=1P(C1C=CC=CC=1C)C1C=CC=CC=1C. (4) Given the product [C:5]([O:8][C:6](=[O:7])[C:5]1[CH:4]=[CH:3][C:2]([N:1]=[C:20]=[S:21])=[CH:10][CH:9]=1)([CH3:9])([CH3:6])[CH3:4], predict the reactants needed to synthesize it. The reactants are: [NH2:1][C:2]1[CH:10]=[CH:9][C:5]([C:6]([O-:8])=[O:7])=[C:4](C(C)(C)C)[CH:3]=1.C([O-])(O)=O.[Na+].[C:20](Cl)(Cl)=[S:21]. (5) Given the product [Cl:1][C:2]1[C:3]2[CH:12]=[CH:11][S:10][C:4]=2[N:5]=[C:6]([S:20]([CH3:13])(=[O:22])=[O:19])[N:7]=1, predict the reactants needed to synthesize it. The reactants are: [Cl:1][C:2]1[C:3]2[CH:12]=[CH:11][S:10][C:4]=2[N:5]=[C:6](SC)[N:7]=1.[CH2:13]1COCC1.O[O:19][S:20]([O-:22])=O.[K+]. (6) The reactants are: S(O[CH2:6][CH2:7][CH2:8][CH2:9][CH:10]1[C:18]2[C:13](=[CH:14][CH:15]=[CH:16][CH:17]=2)[NH:12][C:11]1=[O:19])(C)(=O)=O.[C:20]1([N:26]2[CH2:31][CH2:30][NH:29][CH2:28][CH2:27]2)[CH:25]=[CH:24][CH:23]=[CH:22][CH:21]=1. Given the product [C:20]1([N:26]2[CH2:31][CH2:30][N:29]([CH2:6][CH2:7][CH2:8][CH2:9][CH:10]3[C:18]4[C:13](=[CH:14][CH:15]=[CH:16][CH:17]=4)[NH:12][C:11]3=[O:19])[CH2:28][CH2:27]2)[CH:25]=[CH:24][CH:23]=[CH:22][CH:21]=1, predict the reactants needed to synthesize it. (7) Given the product [NH2:9][C:10]1[N:15]=[C:14]([OH:16])[C:13]([CH2:17][C:18]2[CH:27]=[CH:26][C:21]([CH2:22][OH:23])=[CH:20][C:19]=2[O:28][CH3:29])=[C:12]([CH3:30])[N:11]=1, predict the reactants needed to synthesize it. The reactants are: C([BH-](CC)CC)C.[Li+].[NH2:9][C:10]1[N:15]=[C:14]([OH:16])[C:13]([CH2:17][C:18]2[CH:27]=[CH:26][C:21]([C:22](OC)=[O:23])=[CH:20][C:19]=2[O:28][CH3:29])=[C:12]([CH3:30])[N:11]=1.O.Cl. (8) Given the product [NH2:6][C:7]1[CH:8]=[CH:9][CH:10]=[CH:11][C:1]=1[C:2]([NH:16][CH:13]([CH3:15])[CH3:14])=[O:4], predict the reactants needed to synthesize it. The reactants are: [C:1]12[C:7](=[CH:8][CH:9]=[CH:10][CH:11]=1)[NH:6]C(=O)[O:4][C:2]2=O.[CH:13]([NH2:16])([CH3:15])[CH3:14]. (9) The reactants are: [CH3:1][N:2]([CH3:30])[CH2:3][CH2:4][CH2:5][NH:6][C:7]1[CH:8]=[C:9]([C:16]([CH3:29])([CH3:28])[C:17]([N:19]([CH2:24][CH:25]([CH3:27])[CH3:26])[CH2:20][CH:21]([CH3:23])[CH3:22])=[O:18])[CH:10]=[CH:11][C:12]=1[N+:13]([O-])=O. Given the product [NH2:13][C:12]1[CH:11]=[CH:10][C:9]([C:16]([CH3:29])([CH3:28])[C:17]([N:19]([CH2:20][CH:21]([CH3:22])[CH3:23])[CH2:24][CH:25]([CH3:26])[CH3:27])=[O:18])=[CH:8][C:7]=1[NH:6][CH2:5][CH2:4][CH2:3][N:2]([CH3:30])[CH3:1], predict the reactants needed to synthesize it.